The task is: Regression. Given two drug SMILES strings and cell line genomic features, predict the synergy score measuring deviation from expected non-interaction effect.. This data is from Merck oncology drug combination screen with 23,052 pairs across 39 cell lines. (1) Drug 1: NC1(c2ccc(-c3nc4ccn5c(=O)[nH]nc5c4cc3-c3ccccc3)cc2)CCC1. Drug 2: Cn1cc(-c2cnn3c(N)c(Br)c(C4CCCNC4)nc23)cn1. Cell line: ZR751. Synergy scores: synergy=17.5. (2) Drug 1: CS(=O)(=O)CCNCc1ccc(-c2ccc3ncnc(Nc4ccc(OCc5cccc(F)c5)c(Cl)c4)c3c2)o1. Drug 2: CCc1cnn2c(NCc3ccc[n+]([O-])c3)cc(N3CCCCC3CCO)nc12. Cell line: T47D. Synergy scores: synergy=-4.36. (3) Drug 1: CNC(=O)c1cc(Oc2ccc(NC(=O)Nc3ccc(Cl)c(C(F)(F)F)c3)cc2)ccn1. Drug 2: Cn1cc(-c2cnn3c(N)c(Br)c(C4CCCNC4)nc23)cn1. Cell line: EFM192B. Synergy scores: synergy=-6.22. (4) Drug 1: O=C(NOCC(O)CO)c1ccc(F)c(F)c1Nc1ccc(I)cc1F. Drug 2: CCc1c2c(nc3ccc(O)cc13)-c1cc3c(c(=O)n1C2)COC(=O)C3(O)CC. Cell line: VCAP. Synergy scores: synergy=8.71.